From a dataset of Catalyst prediction with 721,799 reactions and 888 catalyst types from USPTO. Predict which catalyst facilitates the given reaction. (1) Reactant: [NH2:1][C:2]1[C:11]2[C:6](=[CH:7][CH:8]=[CH:9][CH:10]=2)[C:5]([Br:12])=[CH:4][C:3]=1[C:13]([NH:15][C@H:16]1[CH2:21][CH2:20][CH2:19][CH2:18][C@@H:17]1[NH2:22])=[O:14].[C:23](O[C:23]([O:25][C:26]([CH3:29])([CH3:28])[CH3:27])=[O:24])([O:25][C:26]([CH3:29])([CH3:28])[CH3:27])=[O:24]. Product: [C:26]([O:25][C:23](=[O:24])[NH:22][C@H:17]1[CH2:18][CH2:19][CH2:20][CH2:21][C@@H:16]1[NH:15][C:13]([C:3]1[CH:4]=[C:5]([Br:12])[C:6]2[C:11](=[CH:10][CH:9]=[CH:8][CH:7]=2)[C:2]=1[NH2:1])=[O:14])([CH3:29])([CH3:28])[CH3:27]. The catalyst class is: 4. (2) Reactant: [F:1][C:2]1[CH:3]=C(C#N)[CH:5]=[C:6]2[C:10]=1[NH:9][N:8]=[C:7]2[C:11]1[CH:20]=[CH:19][C:18]2[C:13](=[CH:14][CH:15]=[CH:16][CH:17]=2)[CH:12]=1.[C:23]([OH:26])(=[O:25])[CH3:24].S(=O)(=O)(O)O. Product: [F:1][C:2]1[CH:3]=[C:24]([C:23]([OH:26])=[O:25])[CH:5]=[C:6]2[C:10]=1[NH:9][N:8]=[C:7]2[C:11]1[CH:20]=[CH:19][C:18]2[C:13](=[CH:14][CH:15]=[CH:16][CH:17]=2)[CH:12]=1. The catalyst class is: 6. (3) Reactant: Cl[C:2]1[C:7]([CH3:8])=[C:6]([Cl:9])[N:5]=[C:4]([C:10]2[CH:15]=[C:14]([O:16][CH3:17])[CH:13]=[CH:12][C:11]=2[C:18]([F:21])([F:20])[F:19])[N:3]=1.[CH3:22][C:23]1[C:27](B(O)O)=[C:26]([CH3:31])[O:25][N:24]=1.C([O-])([O-])=O.[Na+].[Na+]. Product: [Cl:9][C:6]1[N:5]=[C:4]([C:10]2[CH:15]=[C:14]([O:16][CH3:17])[CH:13]=[CH:12][C:11]=2[C:18]([F:21])([F:20])[F:19])[N:3]=[C:2]([C:27]2[C:23]([CH3:22])=[N:24][O:25][C:26]=2[CH3:31])[C:7]=1[CH3:8]. The catalyst class is: 70. (4) Reactant: [Br:1][C:2]1[CH:9]=[CH:8][C:7]([O:10][CH3:11])=[CH:6][C:3]=1[CH2:4]Br.[C-:12]#[N:13].[Na+].O.CCOC(C)=O. Product: [Br:1][C:2]1[CH:9]=[CH:8][C:7]([O:10][CH3:11])=[CH:6][C:3]=1[CH2:4][C:12]#[N:13]. The catalyst class is: 16. (5) Reactant: [CH2:1]([O:3][C:4]1[CH:11]=[CH:10][CH:9]=[CH:8][C:5]=1[C:6]#[N:7])[CH3:2].C(N(CC)CC)C.Cl.[NH2:20][OH:21].O. Product: [CH2:1]([O:3][C:4]1[CH:11]=[CH:10][CH:9]=[CH:8][C:5]=1[C:6]([NH:20][OH:21])=[NH:7])[CH3:2]. The catalyst class is: 32. (6) Reactant: [CH3:1][C:2]1[C:6]([CH2:7][O:8][C:9]2[CH:14]=[CH:13][C:12]([S:15]([NH:18][C:19]3[CH:24]=[CH:23][C:22]([CH:25]([CH3:27])[CH3:26])=[CH:21][N:20]=3)(=[O:17])=[O:16])=[CH:11][CH:10]=2)=[C:5]([CH3:28])[O:4][N:3]=1.C(N=C(N(C)C)N(C)C)(C)(C)C.Br[CH2:42][CH:43]([CH3:46])[CH2:44][CH3:45]. Product: [CH3:1][C:2]1[C:6]([CH2:7][O:8][C:9]2[CH:10]=[CH:11][C:12]([S:15]([N:18]([C:19]3[CH:24]=[CH:23][C:22]([CH:25]([CH3:26])[CH3:27])=[CH:21][N:20]=3)[CH2:42][CH:43]([CH3:46])[CH2:44][CH3:45])(=[O:17])=[O:16])=[CH:13][CH:14]=2)=[C:5]([CH3:28])[O:4][N:3]=1. The catalyst class is: 10.